This data is from Reaction yield outcomes from USPTO patents with 853,638 reactions. The task is: Predict the reaction yield, written as a fraction of the theoretical maximum amount of product (1.0 means a 100% yield; for example, 0.34 means a 34% yield). (1) The reactants are Br[CH2:2][C:3]([C:5]1[C:10]([CH:11]([CH3:13])[CH3:12])=[CH:9][C:8]([CH:14]([CH3:16])[CH3:15])=[CH:7][C:6]=1[CH:17]([CH3:19])[CH3:18])=O.[NH2:20][C:21]([NH2:23])=[S:22]. The product is [CH:17]([C:6]1[CH:7]=[C:8]([CH:14]([CH3:16])[CH3:15])[CH:9]=[C:10]([CH:11]([CH3:13])[CH3:12])[C:5]=1[C:3]1[N:20]=[C:21]([NH2:23])[S:22][CH:2]=1)([CH3:19])[CH3:18]. The yield is 0.250. The catalyst is CCO. (2) The yield is 0.0900. The catalyst is CCO. The product is [N:24]1[N:28]2[CH:29]=[CH:30][CH:31]=[CH:32][C:27]2=[C:26]([CH2:33][NH:1][C:2]2[CH:3]=[C:4]3[C:9](=[C:10]([Cl:12])[CH:11]=2)[N:8]=[CH:7][C:6]([C:13]#[N:14])=[C:5]3[NH:15][C:16]2[CH:21]=[CH:20][C:19]([F:22])=[C:18]([Cl:23])[CH:17]=2)[N:25]=1. The reactants are [NH2:1][C:2]1[CH:3]=[C:4]2[C:9](=[C:10]([Cl:12])[CH:11]=1)[N:8]=[CH:7][C:6]([C:13]#[N:14])=[C:5]2[NH:15][C:16]1[CH:21]=[CH:20][C:19]([F:22])=[C:18]([Cl:23])[CH:17]=1.[N:24]1[N:28]2[CH:29]=[CH:30][CH:31]=[CH:32][C:27]2=[C:26]([CH:33]=O)[N:25]=1.[BH3-]C#N.[Na+]. (3) The product is [CH2:27]([N:10]1[C:9]2[CH:8]=[CH:7][CH:6]=[C:5]([C:3]([OH:4])=[O:2])[C:13]=2[N:12]=[C:11]1[NH:14][C:15]([C:17]1[N:18]=[CH:19][C:20]2[C:25]([CH:26]=1)=[CH:24][CH:23]=[CH:22][CH:21]=2)=[O:16])[C:28]1[CH:29]=[CH:30][CH:31]=[CH:32][CH:33]=1. The reactants are C[O:2][C:3]([C:5]1[C:13]2[N:12]=[C:11]([NH:14][C:15]([C:17]3[N:18]=[CH:19][C:20]4[C:25]([CH:26]=3)=[CH:24][CH:23]=[CH:22][CH:21]=4)=[O:16])[N:10]([CH2:27][C:28]3[CH:33]=[CH:32][CH:31]=[CH:30][CH:29]=3)[C:9]=2[CH:8]=[CH:7][CH:6]=1)=[O:4].CO.[Li+].[OH-]. The catalyst is C1COCC1. The yield is 1.00. (4) The reactants are [O:1]=[C:2]1[C:11]([CH2:12][C:13]([O:15]CC)=[O:14])=[C:10]([C:18]2[CH:23]=[CH:22][CH:21]=[CH:20][CH:19]=2)[C:9]2[C:4](=[CH:5][C:6]3[C:26](=[O:27])[O:25][CH2:24][C:7]=3[CH:8]=2)[O:3]1.Cl. The catalyst is C(O)(=O)C.C1COCC1.C(OCC)(=O)C. The product is [O:1]=[C:2]1[C:11]([CH2:12][C:13]([OH:15])=[O:14])=[C:10]([C:18]2[CH:23]=[CH:22][CH:21]=[CH:20][CH:19]=2)[C:9]2[C:4](=[CH:5][C:6]3[C:26](=[O:27])[O:25][CH2:24][C:7]=3[CH:8]=2)[O:3]1. The yield is 0.920. (5) The reactants are [CH3:1][C:2]1[O:6][C:5]([C:7]2[CH:12]=[CH:11][CH:10]=[CH:9][CH:8]=2)=[N:4][C:3]=1[CH2:13][O:14][C:15]1[CH:24]=[CH:23][C:18]([C:19]([O:21]C)=[O:20])=[CH:17][CH:16]=1.[OH-].[Na+].O1CCCC1.Cl. The catalyst is CO. The product is [CH3:1][C:2]1[O:6][C:5]([C:7]2[CH:8]=[CH:9][CH:10]=[CH:11][CH:12]=2)=[N:4][C:3]=1[CH2:13][O:14][C:15]1[CH:16]=[CH:17][C:18]([C:19]([OH:21])=[O:20])=[CH:23][CH:24]=1. The yield is 0.850. (6) The reactants are [F:1][C:2]1[CH:3]=[C:4]([C:10](=[O:12])[CH3:11])[CH:5]=[CH:6][C:7]=1[S:8][CH3:9].[Br:13]Br.C(OCC)(=O)C. The catalyst is C(O)(=O)C.Br. The product is [Br:13][CH2:11][C:10]([C:4]1[CH:5]=[CH:6][C:7]([S:8][CH3:9])=[C:2]([F:1])[CH:3]=1)=[O:12]. The yield is 0.710. (7) The reactants are [C:1]([N:4]1[CH2:9][CH2:8][C@@H:7]([NH:10][S:11]([CH:14]([CH3:16])[CH3:15])(=[O:13])=[O:12])[C@H:6]([C:17]2[CH:22]=[CH:21][C:20]([NH2:23])=[CH:19][CH:18]=2)[CH2:5]1)(=[O:3])[CH3:2].[C:24](Cl)(=[O:31])[C:25]1[CH:30]=[CH:29][CH:28]=[CH:27][CH:26]=1.CCN(C(C)C)C(C)C. The yield is 0.460. The catalyst is ClCCCl. The product is [C:1]([N:4]1[CH2:9][CH2:8][C@@H:7]([NH:10][S:11]([CH:14]([CH3:16])[CH3:15])(=[O:13])=[O:12])[C@H:6]([C:17]2[CH:18]=[CH:19][C:20]([NH:23][C:24](=[O:31])[C:25]3[CH:30]=[CH:29][CH:28]=[CH:27][CH:26]=3)=[CH:21][CH:22]=2)[CH2:5]1)(=[O:3])[CH3:2].